Predict which catalyst facilitates the given reaction. From a dataset of Catalyst prediction with 721,799 reactions and 888 catalyst types from USPTO. (1) Reactant: [Br:1][C:2]1[C:10]2[C:9](Cl)=[N:8][CH:7]=[N:6][C:5]=2[S:4][C:3]=1[C:12]1[CH:17]=[CH:16][C:15]([F:18])=[CH:14][CH:13]=1.[OH:19][C@H:20]([CH2:26][C:27]1[CH:32]=[CH:31][CH:30]=[CH:29][C:28]=1[O:33][CH2:34][C:35]1[CH:40]=[CH:39][N:38]=[C:37]([C:41]2[CH:46]=[CH:45][CH:44]=[CH:43][C:42]=2[O:47][CH3:48])[N:36]=1)[C:21]([O:23][CH2:24][CH3:25])=[O:22].C([O-])([O-])=O.[Cs+].[Cs+].C1COCC1. Product: [Br:1][C:2]1[C:10]2[C:9]([O:19][C@H:20]([CH2:26][C:27]3[CH:32]=[CH:31][CH:30]=[CH:29][C:28]=3[O:33][CH2:34][C:35]3[CH:40]=[CH:39][N:38]=[C:37]([C:41]4[CH:46]=[CH:45][CH:44]=[CH:43][C:42]=4[O:47][CH3:48])[N:36]=3)[C:21]([O:23][CH2:24][CH3:25])=[O:22])=[N:8][CH:7]=[N:6][C:5]=2[S:4][C:3]=1[C:12]1[CH:17]=[CH:16][C:15]([F:18])=[CH:14][CH:13]=1. The catalyst class is: 6. (2) Reactant: [CH3:1][C:2]1([CH3:10])[CH2:7][C:6](=[O:8])[CH2:5][C:4](=[O:9])[CH2:3]1.[Br:11]Br. Product: [Br:11][CH:5]1[C:6](=[O:8])[CH2:7][C:2]([CH3:10])([CH3:1])[CH2:3][C:4]1=[O:9]. The catalyst class is: 52. (3) Reactant: [Cl:1][CH2:2][C@@H:3]1[O:7][C:6](=[O:8])[NH:5][CH2:4]1.Br[C:10]1[CH:15]=[CH:14][C:13]([Cl:16])=[CH:12][N:11]=1.C(=O)([O-])[O-].[Cs+].[Cs+].CC1(C)C2C=CC=C(P(C3C=CC=CC=3)C3C=CC=CC=3)C=2OC2C1=CC=CC=2P(C1C=CC=CC=1)C1C=CC=CC=1. Product: [Cl:1][CH2:2][C@@H:3]1[O:7][C:6](=[O:8])[N:5]([C:10]2[CH:15]=[CH:14][C:13]([Cl:16])=[CH:12][N:11]=2)[CH2:4]1. The catalyst class is: 12.